From a dataset of NCI-60 drug combinations with 297,098 pairs across 59 cell lines. Regression. Given two drug SMILES strings and cell line genomic features, predict the synergy score measuring deviation from expected non-interaction effect. (1) Drug 1: C1=C(C(=O)NC(=O)N1)N(CCCl)CCCl. Drug 2: CC1CCCC2(C(O2)CC(NC(=O)CC(C(C(=O)C(C1O)C)(C)C)O)C(=CC3=CSC(=N3)C)C)C. Cell line: NCI/ADR-RES. Synergy scores: CSS=25.3, Synergy_ZIP=-0.605, Synergy_Bliss=9.22, Synergy_Loewe=7.85, Synergy_HSA=8.04. (2) Drug 1: CC1=C2C(C(=O)C3(C(CC4C(C3C(C(C2(C)C)(CC1OC(=O)C(C(C5=CC=CC=C5)NC(=O)OC(C)(C)C)O)O)OC(=O)C6=CC=CC=C6)(CO4)OC(=O)C)OC)C)OC. Drug 2: C1=CC(=CC=C1CC(C(=O)O)N)N(CCCl)CCCl.Cl. Cell line: UACC-257. Synergy scores: CSS=9.86, Synergy_ZIP=-4.01, Synergy_Bliss=-4.67, Synergy_Loewe=-14.8, Synergy_HSA=-6.93. (3) Drug 1: CN(C)N=NC1=C(NC=N1)C(=O)N. Drug 2: C1C(C(OC1N2C=NC(=NC2=O)N)CO)O. Cell line: HCC-2998. Synergy scores: CSS=9.02, Synergy_ZIP=-6.17, Synergy_Bliss=-5.41, Synergy_Loewe=-28.9, Synergy_HSA=-5.06.